This data is from hERG potassium channel inhibition data for cardiac toxicity prediction from Karim et al.. The task is: Regression/Classification. Given a drug SMILES string, predict its toxicity properties. Task type varies by dataset: regression for continuous values (e.g., LD50, hERG inhibition percentage) or binary classification for toxic/non-toxic outcomes (e.g., AMES mutagenicity, cardiotoxicity, hepatotoxicity). Dataset: herg_karim. (1) The molecule is COc1cc2c(cc1OC)C(=O)C(CC1CCN(Cc3ccccc3)CC1)C2. The result is 1 (blocker). (2) The drug is Cc1nc2ccccc2n1C1CC2CCC(C1)N2CCC1(c2ccccc2)CCN(C(=O)c2cccc(-c3noc(=S)[nH]3)c2)CC1. The result is 0 (non-blocker). (3) The result is 0 (non-blocker). The compound is CC(C1CCC(N(C)C(=O)C2CC2)CC1)C(N)C(=O)N1CCC(F)C1.